From a dataset of Full USPTO retrosynthesis dataset with 1.9M reactions from patents (1976-2016). Predict the reactants needed to synthesize the given product. Given the product [Cl:11][C:4]1[CH:5]=[C:6]([CH:9]=[CH:10][C:3]=1[CH2:2][NH:18][C:19]1[CH:24]=[CH:23][CH:22]=[CH:21][N:20]=1)[CH:7]=[O:8], predict the reactants needed to synthesize it. The reactants are: Br[CH2:2][C:3]1[CH:10]=[CH:9][C:6]([CH:7]=[O:8])=[CH:5][C:4]=1[Cl:11].C([O-])([O-])=O.[K+].[K+].[NH2:18][C:19]1[CH:24]=[CH:23][CH:22]=[CH:21][N:20]=1.